This data is from Forward reaction prediction with 1.9M reactions from USPTO patents (1976-2016). The task is: Predict the product of the given reaction. (1) The product is: [Cl:1][C:2]1[CH:7]=[CH:6][CH:5]=[CH:4][C:3]=1[C:8]1[C:14]2[CH:15]=[C:16]([CH3:20])[C:17]([CH3:19])=[CH:18][C:13]=2[NH:12][C:11](=[S:31])[CH2:10][N:9]=1. Given the reactants [Cl:1][C:2]1[CH:7]=[CH:6][CH:5]=[CH:4][C:3]=1[C:8]1[C:14]2[CH:15]=[C:16]([CH3:20])[C:17]([CH3:19])=[CH:18][C:13]=2[NH:12][C:11](=O)[CH2:10][N:9]=1.COC1C=CC(P2(SP(C3C=CC(OC)=CC=3)(=S)S2)=[S:31])=CC=1, predict the reaction product. (2) Given the reactants [CH3:1][C:2]1[C:7]([C:8]#N)=[CH:6][N:5]=[CH:4][CH:3]=1.Cl.[OH-:11].[Na+].[CH3:13]COCC, predict the reaction product. The product is: [C:8]([C:7]1[CH:6]=[N:5][CH:4]=[CH:3][C:2]=1[CH3:1])(=[O:11])[CH3:13]. (3) Given the reactants [O:1]=[C:2]1[C:14]2[C:9](=[N:10][C:11](C#N)=[C:12]([C:15]#[N:16])[N:13]=2)[C:8]2[CH:7]=[CH:6][CH:5]=[CH:4][C:3]1=2.Cl.[OH-:20].[Na+], predict the reaction product. The product is: [OH:20][C:11]1[N:10]=[C:9]2[C:8]3[CH:7]=[CH:6][CH:5]=[CH:4][C:3]=3[C:2](=[O:1])[C:14]2=[N:13][C:12]=1[C:15]#[N:16]. (4) Given the reactants Br[C:2]1[CH:7]=[CH:6][C:5]([C:8]23[CH:13]([CH2:14][O:15][CH3:16])[CH:12]2[CH2:11][N:10]([C:17]([O:19][C:20]([CH3:23])([CH3:22])[CH3:21])=[O:18])[CH2:9]3)=[CH:4][CH:3]=1.[NH:24]1[CH2:28][CH2:27][CH2:26][C:25]1=[O:29].C(=O)([O-])[O-].[K+].[K+], predict the reaction product. The product is: [CH3:16][O:15][CH2:14][CH:13]1[C:8]2([C:5]3[CH:6]=[CH:7][C:2]([N:24]4[CH2:28][CH2:27][CH2:26][C:25]4=[O:29])=[CH:3][CH:4]=3)[CH:12]1[CH2:11][N:10]([C:17]([O:19][C:20]([CH3:23])([CH3:22])[CH3:21])=[O:18])[CH2:9]2. (5) Given the reactants Cl.[NH2:2][CH2:3][CH2:4][C:5]1[C:9]2[CH:10]=[C:11]([C:14]([O:16][CH3:17])=[O:15])[CH:12]=[CH:13][C:8]=2[O:7][CH:6]=1.C(N(CC)CC)C.[O:25]1[CH:29]=[CH:28][CH:27]=[C:26]1[C:30](Cl)=[O:31], predict the reaction product. The product is: [O:25]1[CH:29]=[CH:28][CH:27]=[C:26]1[C:30]([NH:2][CH2:3][CH2:4][C:5]1[C:9]2[CH:10]=[C:11]([C:14]([O:16][CH3:17])=[O:15])[CH:12]=[CH:13][C:8]=2[O:7][CH:6]=1)=[O:31]. (6) Given the reactants [CH3:1][C:2]1[CH:3](/[CH:10]=[CH:11]/[C:12](=[O:14])[CH3:13])[C:4]([CH3:9])([CH3:8])[CH2:5][CH2:6][CH:7]=1.N12CCCN=C1CCCCC2.[SH:26][CH2:27][C:28]([O:30][CH3:31])=[O:29], predict the reaction product. The product is: [O:14]=[C:12]([CH3:13])[CH2:11][CH:10]([S:26][CH2:27][C:28]([O:30][CH3:31])=[O:29])[CH:3]1[C:4]([CH3:8])([CH3:9])[CH2:5][CH2:6][CH:7]=[C:2]1[CH3:1]. (7) Given the reactants [NH2:1][C:2]1[CH:3]=[CH:4][C:5]([CH3:26])=[C:6]([C:8]([C:10]2[CH:15]=[CH:14][C:13]([NH:16][C:17]3[CH:22]=[CH:21][C:20]([F:23])=[CH:19][C:18]=3[F:24])=[CH:12][C:11]=2[Cl:25])=[O:9])[CH:7]=1.[N:27]([CH2:30][CH2:31][C:32]([O:34][CH2:35][CH3:36])=[O:33])=[C:28]=[O:29], predict the reaction product. The product is: [CH2:35]([O:34][C:32](=[O:33])[CH2:31][CH2:30][NH:27][C:28]([NH:1][C:2]1[CH:3]=[CH:4][C:5]([CH3:26])=[C:6]([C:8](=[O:9])[C:10]2[CH:15]=[CH:14][C:13]([NH:16][C:17]3[CH:22]=[CH:21][C:20]([F:23])=[CH:19][C:18]=3[F:24])=[CH:12][C:11]=2[Cl:25])[CH:7]=1)=[O:29])[CH3:36].